This data is from Forward reaction prediction with 1.9M reactions from USPTO patents (1976-2016). The task is: Predict the product of the given reaction. (1) Given the reactants [OH:1][C:2]1([C:20]2[CH:25]=[CH:24][CH:23]=[CH:22][CH:21]=2)[CH2:19][CH:5]2[CH2:6][N:7](C(OCC3C=CC=CC=3)=O)[CH2:8][CH:4]2[CH2:3]1, predict the reaction product. The product is: [C:20]1([C:2]2([OH:1])[CH2:19][CH:5]3[CH2:6][NH:7][CH2:8][CH:4]3[CH2:3]2)[CH:21]=[CH:22][CH:23]=[CH:24][CH:25]=1. (2) Given the reactants Cl.[F:2][C:3]1[CH:4]=[C:5]([CH:18]=[C:19]([F:25])[C:20]=1[S:21]([CH3:24])(=[O:23])=[O:22])[CH2:6][O:7][CH2:8][C@@H:9]1[CH2:11][C@@H:10]1[CH:12]1[CH2:17][CH2:16][NH:15][CH2:14][CH2:13]1.C([O-])([O-])=O.[Cs+].[Cs+].Cl[C:33]1[N:38]=[CH:37][C:36]([CH2:39][O:40][CH3:41])=[CH:35][N:34]=1, predict the reaction product. The product is: [F:2][C:3]1[CH:4]=[C:5]([CH:18]=[C:19]([F:25])[C:20]=1[S:21]([CH3:24])(=[O:22])=[O:23])[CH2:6][O:7][CH2:8][C@@H:9]1[CH2:11][C@@H:10]1[CH:12]1[CH2:13][CH2:14][N:15]([C:33]2[N:38]=[CH:37][C:36]([CH2:39][O:40][CH3:41])=[CH:35][N:34]=2)[CH2:16][CH2:17]1. (3) Given the reactants [F:1][C:2]1[CH:3]=[C:4]2[C:9](=[CH:10][CH:11]=1)[O:8][C@@H:7]([C@H:12]1[CH2:16][O:15]C(C)(C)[O:13]1)[CH2:6][CH2:5]2.O, predict the reaction product. The product is: [F:1][C:2]1[CH:3]=[C:4]2[C:9](=[CH:10][CH:11]=1)[O:8][C@@H:7]([C@H:12]([OH:13])[CH2:16][OH:15])[CH2:6][CH2:5]2. (4) Given the reactants [CH3:1][C:2]1[CH:7]=[CH:6][C:5]2[O:8][CH2:9][C:10]([CH2:12][O:13][C:4]=2[CH:3]=1)=[O:11].[CH3:14][O:15][C:16]1[CH:23]=[CH:22][C:19]([CH:20]=O)=[CH:18][CH:17]=1, predict the reaction product. The product is: [CH3:14][O:15][C:16]1[CH:23]=[CH:22][C:19](/[CH:20]=[C:9]2/[C:10](=[O:11])/[C:12](=[CH:1]/[C:2]3[CH:7]=[CH:6][C:5]([O:8][CH3:9])=[CH:4][CH:3]=3)/[O:13][C:4]3[CH:3]=[C:2]([CH3:1])[CH:7]=[CH:6][C:5]=3[O:8]/2)=[CH:18][CH:17]=1. (5) Given the reactants [C:1]([C:3]1[CH:7]=[C:6]([OH:8])[N:5]([C:9]2[CH:14]=[CH:13][CH:12]=[CH:11][CH:10]=2)[N:4]=1)#[N:2].[CH2:15]=[O:16].C(#N)C.Cl[CH:21]([F:23])[F:22], predict the reaction product. The product is: [C:1]([C:3]1[C:7]([CH2:15][OH:16])=[C:6]([O:8][CH:21]([F:23])[F:22])[N:5]([C:9]2[CH:10]=[CH:11][CH:12]=[CH:13][CH:14]=2)[N:4]=1)#[N:2]. (6) Given the reactants [Cl:1][C:2]1[CH:3]=[N:4][C:5]2[C:10]([C:11]=1[CH:12]([OH:17])[CH2:13][N+:14]([O-:16])=[O:15])=[CH:9][CH:8]=[CH:7][CH:6]=2.N1C=CN=C1.[CH2:23]([Si:25](Cl)([CH2:28][CH3:29])[CH2:26][CH3:27])[CH3:24], predict the reaction product. The product is: [Cl:1][C:2]1[CH:3]=[N:4][C:5]2[C:10]([C:11]=1[CH:12]([O:17][Si:25]([CH2:28][CH3:29])([CH2:26][CH3:27])[CH2:23][CH3:24])[CH2:13][N+:14]([O-:16])=[O:15])=[CH:9][CH:8]=[CH:7][CH:6]=2. (7) Given the reactants [CH3:1][C:2]1[N:3]=[C:4]([C:10]2[CH:15]=[CH:14][CH:13]=[CH:12][CH:11]=2)[O:5][C:6]=1[C:7]([OH:9])=O.Cl.CN(C)CCCN=C=NCC.[N:28]1[CH:33]=[CH:32][CH:31]=[CH:30][C:29]=1[CH2:34][NH:35][CH2:36][C:37]([O:39][CH2:40][CH3:41])=[O:38].[Cl-].[NH4+], predict the reaction product. The product is: [CH3:1][C:2]1[N:3]=[C:4]([C:10]2[CH:15]=[CH:14][CH:13]=[CH:12][CH:11]=2)[O:5][C:6]=1[C:7]([N:35]([CH2:36][C:37]([O:39][CH2:40][CH3:41])=[O:38])[CH2:34][C:29]1[CH:30]=[CH:31][CH:32]=[CH:33][N:28]=1)=[O:9].